Dataset: Reaction yield outcomes from USPTO patents with 853,638 reactions. Task: Predict the reaction yield, written as a fraction of the theoretical maximum amount of product (1.0 means a 100% yield; for example, 0.34 means a 34% yield). (1) The reactants are O[CH2:2][C:3]1[CH:12]=[N:11][C:10]2[N:9]3[CH2:13][CH2:14][CH2:15][CH2:16][CH:8]3[C:7](=[O:17])[NH:6][C:5]=2[CH:4]=1.[I-].C(C[P+](C)(C)C)#N.C(N(C(C)C)C(C)C)C.Cl.[Cl:36][C:37]1[CH:42]=[CH:41][C:40]([C:43]2[CH2:44][CH2:45][NH:46][CH2:47][CH:48]=2)=[CH:39][CH:38]=1. The catalyst is C(#N)CC.O. The product is [Cl:36][C:37]1[CH:42]=[CH:41][C:40]([C:43]2[CH2:48][CH2:47][N:46]([CH2:2][C:3]3[CH:12]=[N:11][C:10]4[N:9]5[CH2:13][CH2:14][CH2:15][CH2:16][CH:8]5[C:7](=[O:17])[NH:6][C:5]=4[CH:4]=3)[CH2:45][CH:44]=2)=[CH:39][CH:38]=1. The yield is 0.180. (2) The reactants are [C:1]([O:5][C:6]([N:8]1[CH2:13][CH2:12][CH:11]([NH:14][C:15]2[CH:20]=[CH:19][N:18]=[CH:17][C:16]=2[N+:21]([O-])=O)[CH2:10][CH2:9]1)=[O:7])([CH3:4])([CH3:3])[CH3:2]. The catalyst is C(O)C.[Pd]. The product is [C:1]([O:5][C:6]([N:8]1[CH2:9][CH2:10][CH:11]([NH:14][C:15]2[CH:20]=[CH:19][N:18]=[CH:17][C:16]=2[NH2:21])[CH2:12][CH2:13]1)=[O:7])([CH3:4])([CH3:2])[CH3:3]. The yield is 0.810. (3) The reactants are [C:1]([O:5][C:6]([N:8]1[CH:12]=[CH:11][C:10]([C:13]2[C:21]3[O:20][C:19]([C:22](=[O:24])[CH3:23])=[C:18]([CH2:25][C:26]4[CH:31]=[CH:30][CH:29]=[C:28]([F:32])[CH:27]=4)[C:17]=3[CH:16]=[C:15]([F:33])[CH:14]=2)=[CH:9]1)=[O:7])([CH3:4])([CH3:3])[CH3:2]. The catalyst is [Pt].C(O)C. The product is [C:1]([O:5][C:6]([N:8]1[CH2:12][CH2:11][CH:10]([C:13]2[C:21]3[O:20][C:19]([C:22](=[O:24])[CH3:23])=[C:18]([CH2:25][C:26]4[CH:31]=[CH:30][CH:29]=[C:28]([F:32])[CH:27]=4)[C:17]=3[CH:16]=[C:15]([F:33])[CH:14]=2)[CH2:9]1)=[O:7])([CH3:2])([CH3:3])[CH3:4]. The yield is 0.830. (4) The product is [O:19]=[S:17]1(=[O:20])[C:12]2[CH:13]=[CH:14][CH:15]=[CH:16][C:11]=2[NH:10][C:8]([CH2:7][C:6]([OH:5])=[O:21])=[N:18]1. The catalyst is O. The reactants are [OH-].[Na+].C([O:5][C:6](=[O:21])[CH2:7][C:8]([NH:10][C:11]1[CH:16]=[CH:15][CH:14]=[CH:13][C:12]=1[S:17](=[O:20])(=[O:19])[NH2:18])=O)C.Cl. The yield is 0.717. (5) The reactants are [C:1]([C:3]1[CH:8]=[CH:7][C:6]([N:9]2[C:13](=[O:14])[C:12]([CH3:16])([CH3:15])[N:11]([CH2:17][CH2:18][CH2:19][C:20]([OH:22])=O)[C:10]2=[S:23])=[CH:5][C:4]=1[C:24]([F:27])([F:26])[F:25])#[N:2].C(Cl)CCl.C1C=CC2N(O)N=NC=2C=1.[C:42]12([O:52][CH2:53][CH2:54][O:55][CH2:56][CH2:57][O:58][CH2:59][CH2:60][O:61][CH2:62][CH2:63][NH2:64])[CH2:51][CH:46]3[CH2:47][CH:48]([CH2:50][CH:44]([CH2:45]3)[CH2:43]1)[CH2:49]2. The catalyst is ClCCl. The product is [C:42]12([O:52][CH2:53][CH2:54][O:55][CH2:56][CH2:57][O:58][CH2:59][CH2:60][O:61][CH2:62][CH2:63][NH:64][C:20](=[O:22])[CH2:19][CH2:18][CH2:17][N:11]3[C:12]([CH3:16])([CH3:15])[C:13](=[O:14])[N:9]([C:6]4[CH:7]=[CH:8][C:3]([C:1]#[N:2])=[C:4]([C:24]([F:27])([F:25])[F:26])[CH:5]=4)[C:10]3=[S:23])[CH2:43][CH:44]3[CH2:45][CH:46]([CH2:47][CH:48]([CH2:50]3)[CH2:49]1)[CH2:51]2. The yield is 0.340. (6) The reactants are [NH2:1][C:2]1[C:7]2=[C:8]([Br:15])[CH:9]=[C:10]([CH2:11][CH2:12][CH2:13]O)[N:6]2[N:5]=[CH:4][N:3]=1.C(Br)(Br)(Br)[Br:17].C1(P(C2C=CC=CC=2)C2C=CC=CC=2)C=CC=CC=1. The catalyst is C1COCC1. The product is [Br:15][C:8]1[CH:9]=[C:10]([CH2:11][CH2:12][CH2:13][Br:17])[N:6]2[C:7]=1[C:2]([NH2:1])=[N:3][CH:4]=[N:5]2. The yield is 0.642. (7) The reactants are [F:1][C:2]1[CH:3]=[C:4]2[C:9](=[CH:10][C:11]=1[F:12])[N:8]=[C:7]([O:13][CH3:14])[C:6]([NH:15][C:16](=[O:20])OCC)=[N:5]2.[Br:21][C:22]1[CH:23]=[C:24]([N:28]2[CH2:33][CH2:32][NH:31][CH2:30][CH2:29]2)[CH:25]=[CH:26][CH:27]=1. No catalyst specified. The product is [F:1][C:2]1[CH:3]=[C:4]2[C:9](=[CH:10][C:11]=1[F:12])[N:8]=[C:7]([O:13][CH3:14])[C:6]([NH:15][C:16]([N:31]1[CH2:30][CH2:29][N:28]([C:24]3[CH:25]=[CH:26][CH:27]=[C:22]([Br:21])[CH:23]=3)[CH2:33][CH2:32]1)=[O:20])=[N:5]2. The yield is 0.580. (8) The reactants are I(O)(O)(O)(O)(O)=[O:2].[OH:8][C@@H:9]1[C@H:25]2[C@@H:16]([CH2:17][CH2:18][C:19]3[C@:24]2([CH3:26])[CH2:23][CH2:22][C:21](=[O:27])[CH:20]=3)[C@H:15]2[C@@:11]([CH3:33])([C@@:12]([OH:32])([C:28](=[O:31])CO)[CH2:13][CH2:14]2)[CH2:10]1. The catalyst is O.C1COCC1.[OH-].[Na+]. The product is [OH:8][C@@H:9]1[C@H:25]2[C@@H:16]([CH2:17][CH2:18][C:19]3[C@:24]2([CH3:26])[CH2:23][CH2:22][C:21](=[O:27])[CH:20]=3)[C@H:15]2[C@@:11]([CH3:33])([C@@:12]([OH:32])([C:28]([OH:2])=[O:31])[CH2:13][CH2:14]2)[CH2:10]1. The yield is 0.950.